This data is from Full USPTO retrosynthesis dataset with 1.9M reactions from patents (1976-2016). The task is: Predict the reactants needed to synthesize the given product. (1) Given the product [ClH:50].[ClH:50].[NH:21]1[CH2:22][CH2:23][CH:24]([N:14]2[CH:18]=[C:17]([C:19]3[CH:24]=[C:23]([C:25]4[S:26][C:27]5[C:33]([C:39]6[CH:38]=[N:37][NH:36][CH:40]=6)=[CH:32][CH:31]=[CH:30][C:28]=5[N:29]=4)[C:22]([NH2:35])=[N:21][CH:20]=3)[CH:16]=[N:15]2)[CH2:19][CH2:20]1, predict the reactants needed to synthesize it. The reactants are: C(OC(N1CCCCC1[N:14]1[CH:18]=[C:17]([C:19]2[CH:20]=[N:21][C:22]([NH2:35])=[C:23]([C:25]3[S:26][C:27]4[C:33](Br)=[CH:32][CH:31]=[CH:30][C:28]=4[N:29]=3)[CH:24]=2)[CH:16]=[N:15]1)=O)(C)(C)C.[NH:36]1[CH:40]=[C:39](B(O)O)[CH:38]=[N:37]1.C(=O)([O-])[O-].[K+].[K+].[ClH:50]. (2) Given the product [C:17]1(=[O:27])[N:21]([CH2:12][CH:13]2[CH2:16][CH2:15][O:14]2)[C:20](=[O:22])[C:19]2=[CH:23][CH:24]=[CH:25][CH:26]=[C:18]12, predict the reactants needed to synthesize it. The reactants are: S(O[CH2:12][CH:13]1[CH2:16][CH2:15][O:14]1)(C1C=CC(C)=CC=1)(=O)=O.[C:17]1(=[O:27])[NH:21][C:20](=[O:22])[C:19]2=[CH:23][CH:24]=[CH:25][CH:26]=[C:18]12.[K].